Dataset: Forward reaction prediction with 1.9M reactions from USPTO patents (1976-2016). Task: Predict the product of the given reaction. (1) Given the reactants [CH3:1][N:2]1[C:10]2[C:5](=[CH:6][CH:7]=[C:8]([N+:11]([O-])=O)[CH:9]=2)[C:4]([C:14]2[CH:19]=[CH:18][CH:17]=[CH:16][CH:15]=2)=[CH:3]1.[Cl-].[NH4+].C(O)C.O, predict the reaction product. The product is: [CH3:1][N:2]1[C:10]2[C:5](=[CH:6][CH:7]=[C:8]([NH2:11])[CH:9]=2)[C:4]([C:14]2[CH:15]=[CH:16][CH:17]=[CH:18][CH:19]=2)=[CH:3]1. (2) Given the reactants [CH2:1]([O:8][C:9]1[CH:18]=[C:17]2[C:12]([C:13](O)=[C:14]([N+:19]([O-:21])=[O:20])[CH:15]=[N:16]2)=[CH:11][CH:10]=1)[C:2]1[CH:7]=[CH:6][CH:5]=[CH:4][CH:3]=1.P(Cl)(Cl)(Cl)=O.C(N(CC)CC)C.[O:35]1[CH2:40][CH2:39][CH:38]([CH2:41][NH2:42])[CH2:37][CH2:36]1, predict the reaction product. The product is: [CH2:1]([O:8][C:9]1[CH:18]=[C:17]2[C:12]([C:13]([NH:42][CH2:41][CH:38]3[CH2:39][CH2:40][O:35][CH2:36][CH2:37]3)=[C:14]([N+:19]([O-:21])=[O:20])[CH:15]=[N:16]2)=[CH:11][CH:10]=1)[C:2]1[CH:7]=[CH:6][CH:5]=[CH:4][CH:3]=1. (3) Given the reactants [F:1][C:2]1[CH:7]=[CH:6][C:5]([CH2:8][NH:9][C:10](C2CCS(=O)(=O)N2CC(C)C)=[O:11])=[C:4]([C:23]([F:26])([F:25])[F:24])[CH:3]=1.[CH2:27]([N:29]1[CH:34](C(O)=O)[CH2:33][CH2:32][CH2:31][S:30]1(=[O:39])=[O:38])[CH3:28], predict the reaction product. The product is: [CH2:27]([N:29]1[CH:34]([C:10]([NH:9][CH2:8][C:5]2[CH:6]=[CH:7][C:2]([F:1])=[CH:3][C:4]=2[C:23]([F:26])([F:25])[F:24])=[O:11])[CH2:33][CH2:32][CH2:31][S:30]1(=[O:39])=[O:38])[CH3:28]. (4) The product is: [Br:1][C:2]1[CH:7]=[C:6]2[C:5](=[CH:4][C:3]=1[O:17][CH3:18])[NH:14][C:10](=[O:11])[CH:9]=[N:8]2. Given the reactants [Br:1][C:2]1[C:3]([O:17][CH3:18])=[CH:4][C:5]([N+:14]([O-])=O)=[C:6]([NH:8][CH2:9][C:10](OC)=[O:11])[CH:7]=1.CC(O)=O, predict the reaction product. (5) Given the reactants [CH2:1]([C@@H:7]1[CH2:16][CH2:15][C:14]2[CH:13]=[C:12]([CH:17]3[CH2:21][CH2:20][C:19](=O)[CH2:18]3)[CH:11]=[CH:10][C:9]=2[CH2:8]1)[CH2:2][CH2:3][CH2:4][CH2:5][CH3:6].[Cl-].[NH4+:24].[C-:25]#[N:26].[Na+].N, predict the reaction product. The product is: [NH2:24][C:19]1([C:25]#[N:26])[CH2:20][CH2:21][CH:17]([C:12]2[CH:11]=[CH:10][C:9]3[CH2:8][C@H:7]([CH2:1][CH2:2][CH2:3][CH2:4][CH2:5][CH3:6])[CH2:16][CH2:15][C:14]=3[CH:13]=2)[CH2:18]1.